Dataset: TCR-epitope binding with 47,182 pairs between 192 epitopes and 23,139 TCRs. Task: Binary Classification. Given a T-cell receptor sequence (or CDR3 region) and an epitope sequence, predict whether binding occurs between them. The epitope is TPRVTGGGAM. The TCR CDR3 sequence is CASSLGLGGETYEQYF. Result: 0 (the TCR does not bind to the epitope).